From a dataset of Reaction yield outcomes from USPTO patents with 853,638 reactions. Predict the reaction yield, written as a fraction of the theoretical maximum amount of product (1.0 means a 100% yield; for example, 0.34 means a 34% yield). (1) The reactants are [CH2:1]([O:3][C:4]([C:6]1[CH:7]=[C:8]2[C:12](=[CH:13][CH:14]=1)[NH:11][N:10]=[CH:9]2)=[O:5])[CH3:2].[C:15]([O-])(=[O:17])[CH3:16].[K+].C(OC(=O)C)(=O)C.C1OCCOCCOCCOCCOCCOC1.CCCCCON=O. The catalyst is C(Cl)(Cl)Cl. The product is [C:15]([N:11]1[C:12]2[C:8](=[CH:7][C:6]([C:4]([O:3][CH2:1][CH3:2])=[O:5])=[CH:14][CH:13]=2)[CH:9]=[N:10]1)(=[O:17])[CH3:16]. The yield is 0.820. (2) The reactants are [Br:1][C:2]1[CH:10]=[CH:9][C:5]([C:6](O)=[O:7])=[CH:4][C:3]=1[CH3:11]. The catalyst is C1COCC1. The product is [Br:1][C:2]1[CH:10]=[CH:9][C:5]([CH2:6][OH:7])=[CH:4][C:3]=1[CH3:11]. The yield is 0.826. (3) The reactants are [O:1]1[CH2:6][CH2:5][O:4][C:3]2[CH:7]=[C:8]([C:11]3[C:12]([CH3:29])=[C:13]([CH:26]=[CH:27][CH:28]=3)[CH2:14][O:15][C:16]3[C:23]([CH3:24])=[CH:22][C:19]([CH:20]=[O:21])=[C:18]([OH:25])[CH:17]=3)[CH:9]=[CH:10][C:2]1=2.Br[CH2:31][C:32]1[CH:33]=[C:34]([CH:37]=[CH:38][CH:39]=1)[C:35]#[N:36].C(=O)([O-])[O-].[Cs+].[Cs+].O. The catalyst is CN(C)C=O. The product is [O:1]1[CH2:6][CH2:5][O:4][C:3]2[CH:7]=[C:8]([C:11]3[C:12]([CH3:29])=[C:13]([CH:26]=[CH:27][CH:28]=3)[CH2:14][O:15][C:16]3[C:23]([CH3:24])=[CH:22][C:19]([CH:20]=[O:21])=[C:18]([CH:17]=3)[O:25][CH2:31][C:32]3[CH:33]=[C:34]([CH:37]=[CH:38][CH:39]=3)[C:35]#[N:36])[CH:9]=[CH:10][C:2]1=2. The yield is 0.910.